Dataset: Forward reaction prediction with 1.9M reactions from USPTO patents (1976-2016). Task: Predict the product of the given reaction. Given the reactants FC(F)(F)C(O)=O.[C:8]([C:10]1[CH:11]=[C:12]([C:20]2[S:24][C:23]([N:25]3[C:40]([CH3:41])=[C:28]4[CH2:29][N:30](C(OC(C)(C)C)=O)[CH2:31][CH2:32][C:27]4=[N:26]3)=[N:22][N:21]=2)[CH:13]=[CH:14][C:15]=1[O:16][CH:17]([CH3:19])[CH3:18])#[N:9], predict the reaction product. The product is: [CH3:19][CH:17]([O:16][C:15]1[CH:14]=[CH:13][C:12]([C:20]2[S:24][C:23]([N:25]3[C:40]([CH3:41])=[C:28]4[CH2:29][NH:30][CH2:31][CH2:32][C:27]4=[N:26]3)=[N:22][N:21]=2)=[CH:11][C:10]=1[C:8]#[N:9])[CH3:18].